From a dataset of Forward reaction prediction with 1.9M reactions from USPTO patents (1976-2016). Predict the product of the given reaction. (1) Given the reactants [CH3:1][C:2]1[CH:7]=[CH:6][CH:5]=[CH:4][C:3]=1[N:8]=[C:9]=[O:10].Cl[C:12]1[CH:17]=[CH:16][CH:15]=[C:14](C)[C:13]=1[N:19]=C=O.[CH2:22]1[CH2:27][CH2:26][CH:25]([C@H:28]([NH:32][C:33]([O:35]CC2C3C(=CC=CC=3)C3C2=CC=CC=3)=O)[C:29]([OH:31])=[O:30])[CH2:24][CH2:23]1, predict the reaction product. The product is: [CH:25]1([C@H:28]([NH:32][C:33]([C:12]2[C:13]([NH:19][C:9]([NH:8][C:3]3[CH:4]=[CH:5][CH:6]=[CH:7][C:2]=3[CH3:1])=[O:10])=[CH:14][C:15]3[C:16](=[CH:1][CH:2]=[CH:3][CH:4]=3)[CH:17]=2)=[O:35])[C:29]([OH:31])=[O:30])[CH2:24][CH2:23][CH2:22][CH2:27][CH2:26]1. (2) Given the reactants [C@@H:1]1(N2C(=O)C=CNC2=O)[O:7][C@H:6]([CH2:8][OH:9])[C@@H:4]([OH:5])[C@@H:2]1[OH:3].[NH2:18][C:19]1[NH:27][C:26]2[C:21](=[N:22][C:23]([NH2:28])=[N:24][CH:25]=2)[N:20]=1, predict the reaction product. The product is: [CH:1]1([C:25]2[N:24]=[C:23]([NH2:28])[N:22]=[C:21]3[C:26]=2[NH:27][C:19]([NH2:18])=[N:20]3)[O:7][C@H:6]([CH2:8][OH:9])[C@@H:4]([OH:5])[C@@H:2]1[OH:3]. (3) Given the reactants [CH3:1][C:2]1([C:21]2[CH:28]=[CH:27][C:24]([C:25]#[N:26])=[CH:23][CH:22]=2)[S:6][C:5]([NH:7][C@H:8]([C:10]2[CH:15]=[CH:14][CH:13]=[CH:12][C:11]=2[C:16]([F:19])([F:18])[F:17])[CH3:9])=[N:4][C:3]1=[O:20].[OH-:29].[K+].Cl, predict the reaction product. The product is: [CH3:1][C:2]1([C:21]2[CH:22]=[CH:23][C:24]([C:25]([NH2:26])=[O:29])=[CH:27][CH:28]=2)[S:6][C:5]([NH:7][C@H:8]([C:10]2[CH:15]=[CH:14][CH:13]=[CH:12][C:11]=2[C:16]([F:17])([F:18])[F:19])[CH3:9])=[N:4][C:3]1=[O:20]. (4) Given the reactants ClC(Cl)(O[C:5](=[O:11])[O:6][C:7](Cl)(Cl)Cl)Cl.[NH2:13][C:14]1[CH:19]=[CH:18][CH:17]=[CH:16][C:15]=1[C:20]([CH:22]1[CH2:27][CH2:26][CH2:25][CH2:24][CH2:23]1)=O.Cl.[C:29]([OH:32])(=O)C.[CH2:33]([NH:35][NH2:36])C.F[C:38](F)(F)C(O)=O, predict the reaction product. The product is: [CH2:7]([O:6][C:5](=[O:11])[CH2:33][N:35]1[C:29](=[O:32])[NH:13][C:14]2[CH:19]=[CH:18][CH:17]=[CH:16][C:15]=2[C:20]([CH:22]2[CH2:27][CH2:26][CH2:25][CH2:24][CH2:23]2)=[N:36]1)[CH3:38]. (5) Given the reactants C(OC([NH:8][C@@H:9]([CH3:42])[C:10]([NH:12][CH2:13][C:14]1[S:18][CH:17]=[C:16]([N:19]2[C:23]([C:24]([NH:26][CH2:27][C:28]3[CH:37]=[CH:36][CH:35]=[CH:34][C:29]=3[C:30]([O:32][CH3:33])=[O:31])=[O:25])=[CH:22][C:21]([C:38]([F:41])([F:40])[F:39])=[N:20]2)[CH:15]=1)=[O:11])=O)(C)(C)C.C(O)(C(F)(F)F)=O, predict the reaction product. The product is: [NH2:8][C@@H:9]([CH3:42])[C:10]([NH:12][CH2:13][C:14]1[S:18][CH:17]=[C:16]([N:19]2[C:23]([C:24]([NH:26][CH2:27][C:28]3[CH:37]=[CH:36][CH:35]=[CH:34][C:29]=3[C:30]([O:32][CH3:33])=[O:31])=[O:25])=[CH:22][C:21]([C:38]([F:39])([F:41])[F:40])=[N:20]2)[CH:15]=1)=[O:11]. (6) Given the reactants C(OP([CH:9]([CH2:15][CH2:16][CH2:17][F:18])[C:10]([O:12][CH2:13][CH3:14])=[O:11])(OCC)=O)C.[H-].[Na+].[C:21]([O:25][C:26]([NH:28][C@@H:29]([CH2:37][CH:38]=O)[C:30]([O:32][C:33]([CH3:36])([CH3:35])[CH3:34])=[O:31])=[O:27])([CH3:24])([CH3:23])[CH3:22], predict the reaction product. The product is: [C:21]([O:25][C:26]([NH:28][C@H:29]([C:30]([O:32][C:33]([CH3:34])([CH3:36])[CH3:35])=[O:31])[CH2:37]/[CH:38]=[C:9](\[CH2:15][CH2:16][CH2:17][F:18])/[C:10]([O:12][CH2:13][CH3:14])=[O:11])=[O:27])([CH3:24])([CH3:22])[CH3:23].[C:21]([O:25][C:26]([NH:28][C@H:29]([C:30]([O:32][C:33]([CH3:34])([CH3:36])[CH3:35])=[O:31])[CH2:37]/[CH:38]=[C:9](/[CH2:15][CH2:16][CH2:17][F:18])\[C:10]([O:12][CH2:13][CH3:14])=[O:11])=[O:27])([CH3:24])([CH3:22])[CH3:23]. (7) Given the reactants [Cl:1][C:2]1[CH:10]=[CH:9][C:8]([CH:11]2[CH2:16][CH2:15][NH:14][CH2:13][CH2:12]2)=[CH:7][C:3]=1[C:4]([NH2:6])=[O:5].C(=O)([O-])[O-].[K+].[K+].[CH2:23](Br)[C:24]1[CH:29]=[CH:28][CH:27]=[CH:26][CH:25]=1.O, predict the reaction product. The product is: [CH2:23]([N:14]1[CH2:15][CH2:16][CH:11]([C:8]2[CH:9]=[CH:10][C:2]([Cl:1])=[C:3]([CH:7]=2)[C:4]([NH2:6])=[O:5])[CH2:12][CH2:13]1)[C:24]1[CH:29]=[CH:28][CH:27]=[CH:26][CH:25]=1. (8) Given the reactants [OH:1][C:2]1[CH:3]=[C:4]([CH2:8][CH2:9][CH2:10][NH:11][C:12]2[N:17]=[C:16]([CH3:18])[C:15]([C:19]([NH:21][C@@H:22]([CH2:26][NH:27][C:28]([C:30]3[S:31][CH:32]=[CH:33][CH:34]=3)=[O:29])[C:23]([OH:25])=[O:24])=[O:20])=[C:14]([CH3:35])[N:13]=2)[CH:5]=[CH:6][CH:7]=1.S(Cl)(Cl)=O.[CH3:40][CH2:41][CH:42](O)[CH2:43][CH3:44], predict the reaction product. The product is: [CH2:41]([CH:42]([O:24][C:23](=[O:25])[C@@H:22]([NH:21][C:19]([C:15]1[C:16]([CH3:18])=[N:17][C:12]([NH:11][CH2:10][CH2:9][CH2:8][C:4]2[CH:5]=[CH:6][CH:7]=[C:2]([OH:1])[CH:3]=2)=[N:13][C:14]=1[CH3:35])=[O:20])[CH2:26][NH:27][C:28]([C:30]1[S:31][CH:32]=[CH:33][CH:34]=1)=[O:29])[CH2:43][CH3:44])[CH3:40]. (9) Given the reactants [O:1]=[C:2]1[C:11]2[C:6](=[CH:7][CH:8]=[CH:9][CH:10]=2)[CH:5]=[C:4]([C:12]([OH:14])=O)[NH:3]1.[CH3:15][N:16]1[CH2:21][CH2:20][NH:19][CH2:18][CH2:17]1.C(N(CC)CC)C.F[P-](F)(F)(F)(F)F.N1(O[P+](N(C)C)(N(C)C)N(C)C)C2C=CC=CC=2N=N1, predict the reaction product. The product is: [CH3:15][N:16]1[CH2:21][CH2:20][N:19]([C:12]([C:4]2[NH:3][C:2](=[O:1])[C:11]3[C:6]([CH:5]=2)=[CH:7][CH:8]=[CH:9][CH:10]=3)=[O:14])[CH2:18][CH2:17]1. (10) Given the reactants ClC1C=C2[C:8](=CC=1)[N:7](S(C1C=CC=CC=1)(=O)=O)[C:6]([C:20]([O:22][CH2:23][CH3:24])=O)=C2S(Cl)(=O)=O.[Br:29][C:30]1[CH:31]=[C:32]2[C:36](=[CH:37][CH:38]=1)[N:35](S(C1C=CC=CC=1)(=O)=O)[C:34]([C:48]([O:50]CC)=O)=[C:33]2[S:53](Cl)(=[O:55])=[O:54].Cl.CN.C[NH:61]C1CCOC1, predict the reaction product. The product is: [Br:29][C:30]1[CH:31]=[C:32]2[C:36](=[CH:37][CH:38]=1)[NH:35][C:34]([C:48]([NH2:61])=[O:50])=[C:33]2[S:53]([N:7]([CH3:8])[CH:6]1[CH2:24][CH2:23][O:22][CH2:20]1)(=[O:54])=[O:55].